Dataset: Full USPTO retrosynthesis dataset with 1.9M reactions from patents (1976-2016). Task: Predict the reactants needed to synthesize the given product. (1) Given the product [F:48][C:45]([F:47])([O:44][C:41]1[CH:42]=[CH:43][C:38]([NH:37][C:35](=[O:36])[C:34]2[CH:49]=[C:30]([C:19]3[N:15]([CH:10]4[CH2:11][CH2:12][CH2:13][CH2:14][O:9]4)[N:16]=[CH:17][CH:18]=3)[C:31]([N:50]3[CH2:54][CH2:53][C@@H:52]([OH:55])[CH2:51]3)=[N:32][CH:33]=2)=[CH:39][CH:40]=1)[CH3:46], predict the reactants needed to synthesize it. The reactants are: [O-]P([O-])([O-])=O.[K+].[K+].[K+].[O:9]1[CH2:14][CH2:13][CH2:12][CH2:11][CH:10]1[N:15]1[C:19](B2OC(C)(C)C(C)(C)O2)=[CH:18][CH:17]=[N:16]1.Br[C:30]1[C:31]([N:50]2[CH2:54][CH2:53][C@@H:52]([OH:55])[CH2:51]2)=[N:32][CH:33]=[C:34]([CH:49]=1)[C:35]([NH:37][C:38]1[CH:43]=[CH:42][C:41]([O:44][C:45]([F:48])([F:47])[CH3:46])=[CH:40][CH:39]=1)=[O:36].C([O-])(O)=O.[Na+]. (2) The reactants are: C([O:3][C:4]([C:6]1[NH:7][C:8]2[C:13]([CH:14]=1)=[CH:12][C:11]([CH:15]([CH3:17])[CH3:16])=[CH:10][CH:9]=2)=[O:5])C.Br[CH2:19][C:20]1[C:29]2[C:24](=[CH:25][CH:26]=[CH:27][CH:28]=2)[CH:23]=[CH:22][CH:21]=1. Given the product [CH:15]([C:11]1[CH:12]=[C:13]2[C:8](=[CH:9][CH:10]=1)[N:7]([CH2:19][C:20]1[C:29]3[C:24](=[CH:25][CH:26]=[CH:27][CH:28]=3)[CH:23]=[CH:22][CH:21]=1)[C:6]([C:4]([OH:3])=[O:5])=[CH:14]2)([CH3:16])[CH3:17], predict the reactants needed to synthesize it. (3) Given the product [CH3:16][O:15][C:11]1[CH:10]=[C:9]([C:5]23[CH:6]([CH3:8])[CH:7]([N:2]([CH3:1])[CH2:3][CH2:4]2)[O:45][CH:33]([CH2:34][O:35][CH:36]2[CH2:41][CH2:40][CH2:39][CH2:38][O:37]2)[CH2:31]3)[CH:14]=[CH:13][CH:12]=1, predict the reactants needed to synthesize it. The reactants are: [CH3:1][N:2]1[CH2:7][C:6]([CH3:8])=[C:5]([C:9]2[CH:14]=[CH:13][CH:12]=[C:11]([O:15][CH3:16])[CH:10]=2)[CH2:4][CH2:3]1.[Li]C(CC)C.C1CCCCC1.N#N.O1C[CH:31]1[CH2:33][CH2:34][O:35][CH:36]1[CH2:41][CH2:40][CH2:39][CH2:38][O:37]1.C1C[O:45]CC1.